This data is from Full USPTO retrosynthesis dataset with 1.9M reactions from patents (1976-2016). The task is: Predict the reactants needed to synthesize the given product. (1) Given the product [CH:22]([C:19]1[CH:18]=[N:17][C:16]([NH:15][C@H:13]2[CH2:14][C@H:11]([N:4]3[C:5]4=[N:6][CH:7]=[CH:8][CH:9]=[C:10]4[C:2]([CH3:1])([CH3:26])[C:3]3=[O:25])[CH2:12]2)=[N:21][CH:20]=1)([CH3:24])[CH3:23], predict the reactants needed to synthesize it. The reactants are: [CH3:1][C:2]1([CH3:26])[C:10]2[C:5](=[N:6][CH:7]=[CH:8][CH:9]=2)[N:4]([CH:11]2[CH2:14][CH:13]([NH:15][C:16]3[N:21]=[CH:20][C:19]([C:22]([CH3:24])=[CH2:23])=[CH:18][N:17]=3)[CH2:12]2)[C:3]1=[O:25]. (2) Given the product [Cl:18][CH2:19][C:20]([NH:1][C:2]1[CH:7]=[CH:6][C:5]([O:8][CH3:9])=[CH:4][C:3]=1[OH:10])=[O:21], predict the reactants needed to synthesize it. The reactants are: [NH2:1][C:2]1[CH:7]=[CH:6][C:5]([O:8][CH3:9])=[CH:4][C:3]=1[OH:10].C(N(CC)CC)C.[Cl:18][CH2:19][C:20](Cl)=[O:21].O. (3) Given the product [Br-:12].[CH2:13]([N+:1]1[C:11]2[C:6](=[CH:7][CH:8]=[CH:9][CH:10]=2)[C:4]([CH3:5])=[CH:3][CH:2]=1)[CH3:14], predict the reactants needed to synthesize it. The reactants are: [N:1]1[C:11]2[C:6](=[CH:7][CH:8]=[CH:9][CH:10]=2)[C:4]([CH3:5])=[CH:3][CH:2]=1.[Br:12][CH2:13][CH3:14]. (4) Given the product [OH:2][C:3]1[CH:4]=[C:5]2[C:10](=[CH:11][C:12]=1[C:13]1[N:14]=[N:15][C:16]([N:19]([CH3:30])[CH:20]3[CH2:21][C:22]([CH3:28])([CH3:29])[NH:23][C:24]([CH3:26])([CH3:27])[CH2:25]3)=[CH:17][CH:18]=1)[C:9](=[O:31])[N:8]([CH3:32])[CH:7]=[CH:6]2, predict the reactants needed to synthesize it. The reactants are: C[O:2][C:3]1[CH:4]=[C:5]2[C:10](=[CH:11][C:12]=1[C:13]1[N:14]=[N:15][C:16]([N:19]([CH3:30])[CH:20]3[CH2:25][C:24]([CH3:27])([CH3:26])[NH:23][C:22]([CH3:29])([CH3:28])[CH2:21]3)=[CH:17][CH:18]=1)[C:9](=[O:31])[N:8]([CH3:32])[CH:7]=[CH:6]2.B(Br)(Br)Br. (5) The reactants are: [CH3:1][O:2][CH2:3][C@H:4]([CH3:31])[O:5][C:6]1[CH:7]=[C:8]([C:23]2[NH:27][C:26]([C:28](O)=[O:29])=[CH:25][CH:24]=2)[CH:9]=[C:10]([O:12][C:13]2[CH:18]=[CH:17][C:16]([S:19]([CH3:22])(=[O:21])=[O:20])=[CH:15][CH:14]=2)[CH:11]=1.[C:32]([S:51][CH2:52][CH2:53][NH2:54])([C:45]1[CH:50]=[CH:49][CH:48]=[CH:47][CH:46]=1)([C:39]1[CH:44]=[CH:43][CH:42]=[CH:41][CH:40]=1)[C:33]1[CH:38]=[CH:37][CH:36]=[CH:35][CH:34]=1.CCN=C=NCCCN(C)C.Cl. Given the product [CH3:1][O:2][CH2:3][C@H:4]([CH3:31])[O:5][C:6]1[CH:7]=[C:8]([C:23]2[NH:27][C:26]([C:28]([NH:54][CH2:53][CH2:52][S:51][C:32]([C:39]3[CH:44]=[CH:43][CH:42]=[CH:41][CH:40]=3)([C:33]3[CH:34]=[CH:35][CH:36]=[CH:37][CH:38]=3)[C:45]3[CH:50]=[CH:49][CH:48]=[CH:47][CH:46]=3)=[O:29])=[CH:25][CH:24]=2)[CH:9]=[C:10]([O:12][C:13]2[CH:14]=[CH:15][C:16]([S:19]([CH3:22])(=[O:21])=[O:20])=[CH:17][CH:18]=2)[CH:11]=1, predict the reactants needed to synthesize it. (6) Given the product [C:33]([O:32][C:30]([N:4]1[CH2:3][CH2:2][N:1]([C:7]2[CH:8]=[C:9]([OH:23])[CH:10]=[CH:11][C:12]=2[CH:13]2[CH2:14][C:15]([CH3:22])([CH3:21])[CH2:16][C:17]([CH3:19])([CH3:20])[CH2:18]2)[CH2:6][CH2:5]1)=[O:31])([CH3:36])([CH3:35])[CH3:34], predict the reactants needed to synthesize it. The reactants are: [N:1]1([C:7]2[CH:8]=[C:9]([OH:23])[CH:10]=[CH:11][C:12]=2[CH:13]2[CH2:18][C:17]([CH3:20])([CH3:19])[CH2:16][C:15]([CH3:22])([CH3:21])[CH2:14]2)[CH2:6][CH2:5][NH:4][CH2:3][CH2:2]1.C(Cl)(Cl)Cl.CO.[C:30](O[C:30]([O:32][C:33]([CH3:36])([CH3:35])[CH3:34])=[O:31])([O:32][C:33]([CH3:36])([CH3:35])[CH3:34])=[O:31]. (7) Given the product [NH:47]1[CH:46]=[C:45]([C:20]2[CH:21]=[C:14]3[C:15]([C:16]([NH:36][C@H:32]4[CH2:34][CH2:35][NH:30][CH2:31]4)=[N:17][C:7]([C:6]4[CH:10]=[C:2]([F:1])[CH:3]=[CH:4][C:5]=4[OH:11])=[N:13]3)=[CH:18][CH:19]=2)[CH:49]=[N:48]1, predict the reactants needed to synthesize it. The reactants are: [F:1][C:2]1[CH:3]=[CH:4][C:5]([O:11]C)=[C:6]([CH:10]=1)[C:7](Cl)=O.[NH2:13][C:14]1[CH:21]=[C:20](Br)[CH:19]=[CH:18][C:15]=1[C:16]#[N:17].C(OC([N:30]1[CH2:35][CH2:34]C[C@H:32]([NH2:36])[CH2:31]1)=O)(C)(C)C.CC1(C)C(C)(C)OB([C:45]2[CH:46]=[N:47][N:48](C(OC(C)(C)C)=O)[CH:49]=2)O1. (8) The reactants are: [CH2:1]([N:4]1[C:12]2[C:7](=[CH:8][CH:9]=[CH:10][C:11]=2[CH3:13])[C:6]([C:14]2[CH:19]=[CH:18][C:17]([O:20]C)=[CH:16][CH:15]=2)=[N:5]1)[CH:2]=[CH2:3].B(Br)(Br)Br.C1CCCCC=1. Given the product [CH2:1]([N:4]1[C:12]2[C:7](=[CH:8][CH:9]=[CH:10][C:11]=2[CH3:13])[C:6]([C:14]2[CH:15]=[CH:16][C:17]([OH:20])=[CH:18][CH:19]=2)=[N:5]1)[CH:2]=[CH2:3], predict the reactants needed to synthesize it. (9) Given the product [Cl:8][C:4]1[CH:5]=[CH:6][CH:7]=[C:2]([Cl:1])[C:3]=1[C:9]1[C:13]([CH2:14][O:15][C:16]2[CH:17]=[C:18]3[C:23](=[CH:24][CH:25]=2)[CH:22]=[C:21]([C:26]2[CH:31]=[C:30]([C:32]([OH:34])=[O:33])[CH:29]=[CH:28][N:27]=2)[CH:20]=[CH:19]3)=[C:12]([CH:36]([CH3:38])[CH3:37])[O:11][N:10]=1, predict the reactants needed to synthesize it. The reactants are: [Cl:1][C:2]1[CH:7]=[CH:6][CH:5]=[C:4]([Cl:8])[C:3]=1[C:9]1[C:13]([CH2:14][O:15][C:16]2[CH:17]=[C:18]3[C:23](=[CH:24][CH:25]=2)[CH:22]=[C:21]([C:26]2[CH:31]=[C:30]([C:32]([O:34]C)=[O:33])[CH:29]=[CH:28][N:27]=2)[CH:20]=[CH:19]3)=[C:12]([CH:36]([CH3:38])[CH3:37])[O:11][N:10]=1.[OH-].[Na+].CO.